From a dataset of hERG Central: cardiac toxicity at 1µM, 10µM, and general inhibition. Predict hERG channel inhibition at various concentrations. (1) The compound is CCCN1CCN(C(=O)c2ccc(Sc3ccc(C)cc3)c(NC(C)=O)c2)CC1. Results: hERG_inhib (hERG inhibition (general)): blocker. (2) The molecule is Cc1ccc(OCC(O)Cn2c(=N)n(CCN3CCCCC3)c3ccccc32)cc1.Cl. Results: hERG_inhib (hERG inhibition (general)): blocker. (3) The molecule is Cn1c(CN2CCCCC2)nc2cc(NC(=O)c3ccc(Cl)cc3)ccc21. Results: hERG_inhib (hERG inhibition (general)): blocker. (4) The compound is CCOC(=O)N1CCN(CC(O)COc2ccc(-c3ccccc3)cc2)CC1.Cl. Results: hERG_inhib (hERG inhibition (general)): blocker. (5) The compound is O=C(COc1ccccc1)NCc1nnc2c3ccccc3c(-c3ccccc3)nn12. Results: hERG_inhib (hERG inhibition (general)): blocker. (6) Results: hERG_inhib (hERG inhibition (general)): blocker. The molecule is O=C(Nc1ccc(F)c(Cl)c1)c1cccnc1. (7) The molecule is Cc1ccc(NC(=O)CSc2nc3ccccc3c(=O)n2CCCC(=O)NCCCN2CCOCC2)cc1. Results: hERG_inhib (hERG inhibition (general)): blocker. (8) The compound is O=[N+]([O-])c1ccc(C2(O)CN(c3ccccc3)C3=[N+]2CCS3)cc1.[Br-]. Results: hERG_inhib (hERG inhibition (general)): blocker.